This data is from Peptide-MHC class I binding affinity with 185,985 pairs from IEDB/IMGT. The task is: Regression. Given a peptide amino acid sequence and an MHC pseudo amino acid sequence, predict their binding affinity value. This is MHC class I binding data. (1) The peptide sequence is FGKWRPVQL. The MHC is HLA-A26:01 with pseudo-sequence HLA-A26:01. The binding affinity (normalized) is 0.0847. (2) The peptide sequence is FSIYSVSCF. The MHC is HLA-B15:01 with pseudo-sequence HLA-B15:01. The binding affinity (normalized) is 0.895. (3) The peptide sequence is YRFRKSSKK. The MHC is HLA-B48:01 with pseudo-sequence HLA-B48:01. The binding affinity (normalized) is 0.0847. (4) The peptide sequence is GMSSRAIAR. The MHC is HLA-A31:01 with pseudo-sequence HLA-A31:01. The binding affinity (normalized) is 0.797. (5) The peptide sequence is FRYNGLIHR. The MHC is HLA-C06:02 with pseudo-sequence HLA-C06:02. The binding affinity (normalized) is 0.169. (6) The peptide sequence is EESVYKIL. The MHC is HLA-A02:03 with pseudo-sequence HLA-A02:03. The binding affinity (normalized) is 0.135.